This data is from Forward reaction prediction with 1.9M reactions from USPTO patents (1976-2016). The task is: Predict the product of the given reaction. (1) Given the reactants C([O:3][C:4]([C:6]1[CH:24]=[CH:23][C:9]([C:10]([C:12]2[CH:21]=[CH:20][C:15]([C:16](OC)=[O:17])=[CH:14][C:13]=2[OH:22])=O)=[CH:8][CH:7]=1)=O)C.[H-].[Al+3].[Li+].[H-].[H-].[H-].O.[OH-].[Na+], predict the reaction product. The product is: [OH:17][CH2:16][C:15]1[CH:20]=[CH:21][C:12]([CH2:10][C:9]2[CH:8]=[CH:7][C:6]([CH2:4][OH:3])=[CH:24][CH:23]=2)=[C:13]([OH:22])[CH:14]=1. (2) Given the reactants [CH3:1][CH:2]([CH2:13][C:14]1[CH:19]=[CH:18][CH:17]=[C:16]([O:20][CH3:21])[CH:15]=1)[CH:3]([C:7]1[CH:12]=[CH:11][CH:10]=[CH:9][CH:8]=1)[C:4](O)=[O:5].C(Cl)(=O)C(Cl)=O.[Cl-].[Al+3].[Cl-].[Cl-].Cl, predict the reaction product. The product is: [CH3:1][CH:2]1[CH2:13][C:14]2[C:19](=[CH:18][CH:17]=[C:16]([O:20][CH3:21])[CH:15]=2)[C:4](=[O:5])[CH:3]1[C:7]1[CH:8]=[CH:9][CH:10]=[CH:11][CH:12]=1. (3) Given the reactants ClC(Cl)(OC(=O)OC(Cl)(Cl)Cl)Cl.C(N(C(C)C)CC)(C)C.[CH3:22][S:23]([CH2:26][CH:27]1[CH2:32][CH2:31][N:30]([C:33]([O:35]C(C)(C)C)=O)[CH2:29][CH2:28]1)(=[O:25])=[O:24].C1(N)C(F)=C(F)C(F)=C(N)C=1F.Cl.Cl.[NH2:54][C@@H:55]([CH2:69][C:70]1[CH:75]=[C:74]([F:76])[CH:73]=[C:72]([F:77])[CH:71]=1)[C@H:56]([OH:68])[CH2:57][NH:58][CH2:59][C:60]1[CH:65]=[CH:64][CH:63]=[C:62]([CH2:66][CH3:67])[CH:61]=1.Cl, predict the reaction product. The product is: [F:76][C:74]1[CH:75]=[C:70]([CH:71]=[C:72]([F:77])[CH:73]=1)[CH2:69][C@H:55]([NH:54][C:33]([N:30]1[CH2:29][CH2:28][CH:27]([CH2:26][S:23]([CH3:22])(=[O:24])=[O:25])[CH2:32][CH2:31]1)=[O:35])[C@H:56]([OH:68])[CH2:57][NH:58][CH2:59][C:60]1[CH:65]=[CH:64][CH:63]=[C:62]([CH2:66][CH3:67])[CH:61]=1. (4) Given the reactants [F:1][C:2]1[C:9]([OH:10])=[C:8]([F:11])[CH:7]=[CH:6][C:3]=1[CH:4]=O.C(O)(=O)[CH2:13][C:14]([OH:16])=[O:15], predict the reaction product. The product is: [F:1][C:2]1[C:9]([OH:10])=[C:8]([F:11])[CH:7]=[CH:6][C:3]=1/[CH:4]=[CH:13]/[C:14]([OH:16])=[O:15].